From a dataset of Forward reaction prediction with 1.9M reactions from USPTO patents (1976-2016). Predict the product of the given reaction. (1) Given the reactants C(OC([N:8]([C:16]1[C:20]2[CH:21]=[C:22]([Cl:39])[C:23]([CH2:25][O:26][C:27]3[CH:28]=[CH:29][C:30]4[O:35][C:34]([CH3:37])([CH3:36])[CH2:33][CH2:32][C:31]=4[CH:38]=3)=[CH:24][C:19]=2[O:18][N:17]=1)C(=O)OC(C)(C)C)=O)(C)(C)C.C(O)(C(F)(F)F)=O.C([O-])([O-])=O.[Na+].[Na+], predict the reaction product. The product is: [Cl:39][C:22]1[C:23]([CH2:25][O:26][C:27]2[CH:38]=[C:31]3[C:30](=[CH:29][CH:28]=2)[O:35][C:34]([CH3:37])([CH3:36])[CH2:33][CH2:32]3)=[CH:24][C:19]2[O:18][N:17]=[C:16]([NH2:8])[C:20]=2[CH:21]=1. (2) The product is: [F:20][C:21]1[CH:26]=[CH:25][CH:24]=[CH:23][C:22]=1[C:2]1[CH:3]=[N:4][C:5]2[N:6]([CH:8]=[C:9]([CH2:11][O:12][C:13]3[CH:18]=[CH:17][N:16]=[C:15]([F:19])[CH:14]=3)[N:10]=2)[CH:7]=1. Given the reactants Br[C:2]1[CH:3]=[N:4][C:5]2[N:6]([CH:8]=[C:9]([CH2:11][O:12][C:13]3[CH:18]=[CH:17][N:16]=[C:15]([F:19])[CH:14]=3)[N:10]=2)[CH:7]=1.[F:20][C:21]1[CH:26]=[CH:25][CH:24]=[CH:23][C:22]=1B(O)O, predict the reaction product. (3) Given the reactants [Cl:1][C:2]1[CH:7]=[C:6]2[NH:8][C:9](=[O:33])[C:10]3([CH:15]([C:16]4[CH:21]=[CH:20][CH:19]=[C:18]([Cl:22])[CH:17]=4)[CH2:14][C:13](=O)[NH:12][CH:11]3[C:24]3[CH:29]=[C:28]([F:30])[CH:27]=[CH:26][C:25]=3[O:31][CH3:32])[C:5]2=[CH:4][CH:3]=1.[BH4-].[Na+], predict the reaction product. The product is: [Cl:1][C:2]1[CH:7]=[C:6]2[NH:8][C:9](=[O:33])[C:10]3([CH:15]([C:16]4[CH:21]=[CH:20][CH:19]=[C:18]([Cl:22])[CH:17]=4)[CH2:14][CH2:13][NH:12][CH:11]3[C:24]3[CH:29]=[C:28]([F:30])[CH:27]=[CH:26][C:25]=3[O:31][CH3:32])[C:5]2=[CH:4][CH:3]=1. (4) Given the reactants [CH3:1][O:2][C:3](=[O:15])[CH2:4][O:5][C:6]1[CH:11]=[CH:10][C:9]([Cl:12])=[CH:8][C:7]=1[CH:13]=[O:14].[BH4-].[Na+].O, predict the reaction product. The product is: [CH3:1][O:2][C:3](=[O:15])[CH2:4][O:5][C:6]1[CH:11]=[CH:10][C:9]([Cl:12])=[CH:8][C:7]=1[CH2:13][OH:14].